Predict which catalyst facilitates the given reaction. From a dataset of Catalyst prediction with 721,799 reactions and 888 catalyst types from USPTO. (1) Reactant: [OH-].[Li+].FC(F)(F)C(O)=O.[NH2:10][CH2:11][C@H:12]1[CH2:17][CH2:16][C@H:15]([C:18]([NH:20][C@@H:21]([CH2:46][C:47]2[CH:52]=[CH:51][C:50]([C:53]3[CH:58]=[CH:57][C:56]([C:59](=[O:74])[NH:60][C@H:61]4[CH2:66][CH2:65][C@H:64]([O:67]C(=O)C(F)(F)F)[CH2:63][CH2:62]4)=[CH:55][C:54]=3[CH3:75])=[CH:49][CH:48]=2)[C:22]([NH:24][C:25]2[CH:30]=[CH:29][C:28]([C:31]3[NH:32][C:33]([C:36]([F:45])([F:44])[C:37]([F:43])([F:42])[C:38]([O:40]C)=[O:39])=[N:34][N:35]=3)=[CH:27][CH:26]=2)=[O:23])=[O:19])[CH2:14][CH2:13]1. Product: [NH2:10][CH2:11][C@H:12]1[CH2:17][CH2:16][C@H:15]([C:18]([NH:20][C@@H:21]([CH2:46][C:47]2[CH:48]=[CH:49][C:50]([C:53]3[CH:58]=[CH:57][C:56]([C:59](=[O:74])[NH:60][C@H:61]4[CH2:66][CH2:65][C@H:64]([OH:67])[CH2:63][CH2:62]4)=[CH:55][C:54]=3[CH3:75])=[CH:51][CH:52]=2)[C:22]([NH:24][C:25]2[CH:26]=[CH:27][C:28]([C:31]3[NH:32][C:33]([C:36]([F:44])([F:45])[C:37]([F:42])([F:43])[C:38]([OH:40])=[O:39])=[N:34][N:35]=3)=[CH:29][CH:30]=2)=[O:23])=[O:19])[CH2:14][CH2:13]1. The catalyst class is: 90. (2) Reactant: [CH3:1][O:2][C:3]1[N:8]=[CH:7][C:6]([C:9]#[C:10][Si](C)(C)C)=[CH:5][N:4]=1.[F-].[K+].C(OCC)C. Product: [C:9]([C:6]1[CH:5]=[N:4][C:3]([O:2][CH3:1])=[N:8][CH:7]=1)#[CH:10]. The catalyst class is: 18. (3) Reactant: [O:1]=[C:2]1[CH2:7][O:6][C@H:5]2[CH2:8][CH2:9][CH2:10][CH2:11][C@@H:4]2[N:3]1[CH:12]1[CH2:17][CH2:16][N:15](C(OC(C)(C)C)=O)[CH2:14][CH2:13]1. Product: [NH:15]1[CH2:14][CH2:13][CH:12]([N:3]2[C:2](=[O:1])[CH2:7][O:6][C@H:5]3[CH2:8][CH2:9][CH2:10][CH2:11][C@H:4]23)[CH2:17][CH2:16]1. The catalyst class is: 33. (4) Reactant: [CH3:1][C:2]1[S:3][CH:4]=[CH:5][C:6]=1[CH:7]1[O:11][CH2:10][CH2:9][O:8]1.[Br:12]N1C(=O)CCC1=O. Product: [Br:12][C:4]1[S:3][C:2]([CH3:1])=[C:6]([CH:7]2[O:11][CH2:10][CH2:9][O:8]2)[CH:5]=1. The catalyst class is: 10. (5) Reactant: [F:1][C:2]1[CH:11]=[C:10]([O:12][CH:13]([CH3:15])[CH3:14])[CH:9]=[CH:8][C:3]=1[C:4]([O:6]C)=[O:5].[OH-].[Li+]. Product: [F:1][C:2]1[CH:11]=[C:10]([O:12][CH:13]([CH3:15])[CH3:14])[CH:9]=[CH:8][C:3]=1[C:4]([OH:6])=[O:5]. The catalyst class is: 20. (6) Reactant: [C:1]1([CH:7]2[C:15]3[C:10](=[CH:11][CH:12]=[CH:13][CH:14]=3)[NH:9][CH2:8]2)[CH:6]=[CH:5][CH:4]=[CH:3][CH:2]=1.[F:16][C:17]1[CH:36]=[CH:35][C:20]([CH2:21][NH:22][C:23]([C:25]2[CH:30]=[CH:29][C:28]([S:31](Cl)(=[O:33])=[O:32])=[CH:27][CH:26]=2)=[O:24])=[CH:19][CH:18]=1.CCN(CC)CC.CC(N(C)C)=O.C([O-])(O)=O.[Na+]. Product: [F:16][C:17]1[CH:18]=[CH:19][C:20]([CH2:21][NH:22][C:23](=[O:24])[C:25]2[CH:30]=[CH:29][C:28]([S:31]([N:9]3[C:10]4[C:15](=[CH:14][CH:13]=[CH:12][CH:11]=4)[CH:7]([C:1]4[CH:2]=[CH:3][CH:4]=[CH:5][CH:6]=4)[CH2:8]3)(=[O:32])=[O:33])=[CH:27][CH:26]=2)=[CH:35][CH:36]=1. The catalyst class is: 2. (7) Reactant: C1C2C(COC([NH:18][CH2:19][CH2:20][CH2:21][CH2:22][CH2:23][O:24][C:25](=[O:48])[CH2:26][C:27]([C:30]3[C:35](=[O:36])[C:34]([CH3:37])=[C:33]([CH2:38][CH2:39][C:40]([O:42][CH2:43][CH:44]=[CH2:45])=[O:41])[C:32](=[O:46])[C:31]=3[CH3:47])([CH3:29])[CH3:28])=O)C3C(=CC=CC=3)C=2C=CC=1.N1CCCCC1. Product: [NH2:18][CH2:19][CH2:20][CH2:21][CH2:22][CH2:23][O:24][C:25](=[O:48])[CH2:26][C:27]([C:30]1[C:35](=[O:36])[C:34]([CH3:37])=[C:33]([CH2:38][CH2:39][C:40]([O:42][CH2:43][CH:44]=[CH2:45])=[O:41])[C:32](=[O:46])[C:31]=1[CH3:47])([CH3:29])[CH3:28]. The catalyst class is: 3. (8) Reactant: C([O:8][C:9]1[CH:29]=[CH:28][C:12]([O:13][CH2:14][CH2:15][CH2:16][N:17]2[C:25](=[O:26])[C:24]3[C:19](=[CH:20][CH:21]=[CH:22][CH:23]=3)[C:18]2=[O:27])=[CH:11][CH:10]=1)C1C=CC=CC=1. Product: [OH:8][C:9]1[CH:29]=[CH:28][C:12]([O:13][CH2:14][CH2:15][CH2:16][N:17]2[C:18](=[O:27])[C:19]3[C:24](=[CH:23][CH:22]=[CH:21][CH:20]=3)[C:25]2=[O:26])=[CH:11][CH:10]=1. The catalyst class is: 696.